Dataset: Reaction yield outcomes from USPTO patents with 853,638 reactions. Task: Predict the reaction yield, written as a fraction of the theoretical maximum amount of product (1.0 means a 100% yield; for example, 0.34 means a 34% yield). (1) The reactants are Cl[C:2]1[C:11]2[C:6](=[CH:7][C:8]([O:14][CH2:15][CH2:16][CH2:17][S:18]([CH3:21])(=[O:20])=[O:19])=[C:9]([O:12][CH3:13])[CH:10]=2)[N:5]=[CH:4][N:3]=1.[OH:22][C:23]1[CH:24]=[C:25]2[C:29](=[CH:30][CH:31]=1)[NH:28][C:27]([C:32]([F:35])([F:34])[F:33])=[CH:26]2.C(=O)([O-])[O-].[K+].[K+]. The catalyst is CN(C=O)C. The product is [CH3:13][O:12][C:9]1[CH:10]=[C:11]2[C:6](=[CH:7][C:8]=1[O:14][CH2:15][CH2:16][CH2:17][S:18]([CH3:21])(=[O:20])=[O:19])[N:5]=[CH:4][N:3]=[C:2]2[O:22][C:23]1[CH:24]=[C:25]2[C:29](=[CH:30][CH:31]=1)[NH:28][C:27]([C:32]([F:35])([F:33])[F:34])=[CH:26]2. The yield is 0.870. (2) The reactants are [C:1]([CH2:3][C:4]1[CH:5]=[C:6]([N:20]2[C:24]3=[N:25][CH:26]=[CH:27][CH:28]=[C:23]3[C:22]([C:29]([O:31]C)=O)=[N:21]2)[CH:7]=[C:8]([C:10]#[C:11][C@:12]2([OH:19])[CH2:16][CH2:15][N:14]([CH3:17])[C:13]2=[O:18])[CH:9]=1)#[N:2].[NH3:33]. The catalyst is CO. The product is [C:1]([CH2:3][C:4]1[CH:5]=[C:6]([N:20]2[C:24]3=[N:25][CH:26]=[CH:27][CH:28]=[C:23]3[C:22]([C:29]([NH2:33])=[O:31])=[N:21]2)[CH:7]=[C:8]([C:10]#[C:11][C@:12]2([OH:19])[CH2:16][CH2:15][N:14]([CH3:17])[C:13]2=[O:18])[CH:9]=1)#[N:2]. The yield is 0.160. (3) The reactants are [OH:1][C:2]([CH3:34])([CH3:33])[CH2:3][C@@:4]1([C:27]2[CH:32]=[CH:31][CH:30]=[CH:29][CH:28]=2)[O:9][C:8](=[O:10])[N:7]([C@H:11]([C:13]2[CH:18]=[CH:17][C:16]([C:19]3[CH:24]=[CH:23][N:22]=[C:21]([O:25]C)[CH:20]=3)=[CH:15][CH:14]=2)[CH3:12])[CH2:6][CH2:5]1.[C:35](=O)([O-])[O-].[K+].[K+].IC.Cl. The catalyst is C(#N)C. The product is [OH:1][C:2]([CH3:34])([CH3:33])[CH2:3][C@@:4]1([C:27]2[CH:28]=[CH:29][CH:30]=[CH:31][CH:32]=2)[O:9][C:8](=[O:10])[N:7]([C@H:11]([C:13]2[CH:14]=[CH:15][C:16]([C:19]3[CH:24]=[CH:23][N:22]([CH3:35])[C:21](=[O:25])[CH:20]=3)=[CH:17][CH:18]=2)[CH3:12])[CH2:6][CH2:5]1. The yield is 0.520. (4) The reactants are [CH3:1][O:2][C:3]1[CH:8]=[C:7]([O:9][CH3:10])[CH:6]=[CH:5][C:4]=1[CH:11]=[CH:12][C:13]([C:15]1[CH:20]=[CH:19][C:18]([O:21][CH2:22][CH:23]=[CH2:24])=[CH:17][CH:16]=1)=[O:14].[C-:25]#[N:26].[Na+].[Cl-].[NH4+]. The catalyst is CN(C)C=O. The product is [CH3:1][O:2][C:3]1[CH:8]=[C:7]([O:9][CH3:10])[CH:6]=[CH:5][C:4]=1[CH:11]([CH2:12][C:13]([C:15]1[CH:16]=[CH:17][C:18]([O:21][CH2:22][CH:23]=[CH2:24])=[CH:19][CH:20]=1)=[O:14])[C:25]#[N:26]. The yield is 0.844. (5) The yield is 0.860. The reactants are [CH2:1]([C:5]1[CH:10]=[CH:9][C:8]([NH:11][C:12](NC2C=C3C(=CC=2)N(CCC)NC3=O)=[O:13])=[CH:7][CH:6]=1)[CH2:2][CH2:3][CH3:4].C(N1C2C(=CC([N+]([O-])=O)=CC=2)C(=O)N1)C=C. No catalyst specified. The product is [CH2:1]([C:5]1[CH:10]=[CH:9][C:8]([N:11]=[C:12]=[O:13])=[CH:7][CH:6]=1)[CH2:2][CH2:3][CH3:4]. (6) The reactants are C(#N)C.[NH2:4][C:5]1[CH:10]=[CH:9][C:8]([SH:11])=[CH:7][CH:6]=1.C(N(CC)CC)C.I[C:20]([F:29])([F:28])[C:21]([F:27])([F:26])[C:22]([F:25])([F:24])[F:23]. The catalyst is CCOCC. The product is [F:26][C:21]([F:27])([C:22]([F:25])([F:24])[F:23])[C:20]([F:29])([F:28])[S:11][C:8]1[CH:9]=[CH:10][C:5]([NH2:4])=[CH:6][CH:7]=1. The yield is 0.630. (7) The reactants are [Cl:1][C:2]1[CH:10]=[CH:9][CH:8]=[C:7]2[C:3]=1[C:4]([C:21](=[O:32])[NH:22][CH2:23][CH:24]1[CH2:29][CH2:28][C:27]([F:31])([F:30])[CH2:26][CH2:25]1)=[CH:5][N:6]2[CH2:11][CH:12]1[CH2:17][CH2:16][CH2:15][CH2:14][N:13]1C([O-])=O.C(O)(C(F)(F)F)=O. The catalyst is C(Cl)Cl. The product is [Cl:1][C:2]1[CH:10]=[CH:9][CH:8]=[C:7]2[C:3]=1[C:4]([C:21]([NH:22][CH2:23][CH:24]1[CH2:25][CH2:26][C:27]([F:31])([F:30])[CH2:28][CH2:29]1)=[O:32])=[CH:5][N:6]2[CH2:11][CH:12]1[CH2:17][CH2:16][CH2:15][CH2:14][NH:13]1. The yield is 0.150. (8) The reactants are [F:1][C:2]1[CH:11]=[CH:10][C:9]([NH2:12])=[C:8]2[C:3]=1[CH:4]=[CH:5][CH:6]=[N:7]2.[N+:13]([C:16]1[CH:21]=[CH:20][CH:19]=[CH:18][C:17]=1[S:22](Cl)(=[O:24])=[O:23])([O-:15])=[O:14].N1C=CC=CC=1. The catalyst is C(Cl)Cl. The product is [F:1][C:2]1[CH:11]=[CH:10][C:9]([NH:12][S:22]([C:17]2[CH:18]=[CH:19][CH:20]=[CH:21][C:16]=2[N+:13]([O-:15])=[O:14])(=[O:23])=[O:24])=[C:8]2[C:3]=1[CH:4]=[CH:5][CH:6]=[N:7]2. The yield is 0.630. (9) The reactants are [N+:1]([C:4]1[CH:9]=[CH:8][C:7]([N:10]2[CH2:15][CH2:14][NH:13][CH2:12][CH2:11]2)=[CH:6][CH:5]=1)([O-])=O.[CH2:16](Br)[C:17]1[CH:22]=[CH:21][CH:20]=[CH:19][CH:18]=1.CI. No catalyst specified. The yield is 0.0200. The product is [CH:8]1[C:9]2[C:4](=[N:1][C:22]3[C:17]([C:16]=2[NH:1][C:4]2[CH:9]=[CH:8][C:7]([N:10]4[CH2:15][CH2:14][N:13]([CH2:16][C:17]5[CH:22]=[CH:21][CH:20]=[CH:19][CH:18]=5)[CH2:12][CH2:11]4)=[CH:6][CH:5]=2)=[CH:18][CH:19]=[CH:20][CH:21]=3)[CH:5]=[CH:6][CH:7]=1. (10) The reactants are C[O:2][C:3](=O)[CH:4]([CH2:10][C:11]1[CH:16]=[CH:15][C:14]([O:17][CH3:18])=[CH:13][C:12]=1[CH2:19][NH:20][CH2:21][C:22]([F:25])([F:24])[F:23])[CH2:5][C:6]([O:8][CH3:9])=[O:7].FC(F)(F)C(O)=O.COC(=O)[C@@H](CC1C=CC(OC)=CC=1CNCC(F)(F)F)CC(OC)=O. The catalyst is C1(C)C=CC=CC=1.CC#N. The product is [CH3:9][O:8][C:6](=[O:7])[CH2:5][C@H:4]1[C:3](=[O:2])[N:20]([CH2:21][C:22]([F:25])([F:24])[F:23])[CH2:19][C:12]2[CH:13]=[C:14]([O:17][CH3:18])[CH:15]=[CH:16][C:11]=2[CH2:10]1. The yield is 0.880.